This data is from Peptide-MHC class II binding affinity with 134,281 pairs from IEDB. The task is: Regression. Given a peptide amino acid sequence and an MHC pseudo amino acid sequence, predict their binding affinity value. This is MHC class II binding data. (1) The peptide sequence is AGKVAATAANAAPAN. The MHC is HLA-DPA10201-DPB11401 with pseudo-sequence HLA-DPA10201-DPB11401. The binding affinity (normalized) is 0.524. (2) The peptide sequence is SINYRTEIDKPSQ. The MHC is DRB1_0101 with pseudo-sequence DRB1_0101. The binding affinity (normalized) is 0.191. (3) The peptide sequence is AKIVTAETQNSSFII. The MHC is DRB1_0101 with pseudo-sequence DRB1_0101. The binding affinity (normalized) is 0.457. (4) The peptide sequence is KVPPGPNITATYGDK. The MHC is HLA-DQA10102-DQB10602 with pseudo-sequence HLA-DQA10102-DQB10602. The binding affinity (normalized) is 0. (5) The peptide sequence is CSGEPVVVHITDDNE. The MHC is DRB4_0101 with pseudo-sequence DRB4_0103. The binding affinity (normalized) is 0.147.